This data is from Catalyst prediction with 721,799 reactions and 888 catalyst types from USPTO. The task is: Predict which catalyst facilitates the given reaction. (1) Reactant: [CH2:1]([Li])[CH2:2][CH2:3]C.[B:6]([O:15][CH:16]([CH3:18])C)([O:11]C(C)C)OC(C)C.Cl.[C:20]([O:23][CH2:24][CH3:25])(=O)[CH3:21].[O:26]1CCC[CH2:27]1. Product: [OH:26][CH2:27][CH2:25][CH2:24][O:23][C:20]1[C:21]2[B:6]([OH:11])[O:15][CH2:16][C:18]=2[CH:3]=[CH:2][CH:1]=1. The catalyst class is: 6. (2) Reactant: [CH3:1][C:2]1([CH3:11])[O:7][C:6](=[O:8])[CH:5]([CH3:9])[C:4](=[O:10])[O:3]1.CN(C)C=O.C(=O)([O-])[O-].[K+].[K+].[CH2:23](Br)[C:24]1[CH:29]=[CH:28][CH:27]=[CH:26][CH:25]=1. Product: [CH2:23]([C:5]1([CH3:9])[C:4](=[O:10])[O:3][C:2]([CH3:1])([CH3:11])[O:7][C:6]1=[O:8])[C:24]1[CH:29]=[CH:28][CH:27]=[CH:26][CH:25]=1. The catalyst class is: 13. (3) Reactant: [CH2:1]([O:8]CCCCCCCN)[C:2]1[CH:7]=[CH:6][CH:5]=[CH:4][CH:3]=1.[BH3-][C:18]#[N:19].[Na+].Cl.CN([C:33]1[CH:38]=[CH:37][C:36](N=N[C:33]2[CH:34]=[CH:35][C:36](S(O)(=O)=O)=[CH:37][CH:38]=2)=[CH:35][CH:34]=1)C.Cl[CH2:44]Cl. Product: [CH2:1]([O:8][NH:19][CH2:18][CH2:44][CH2:38][CH2:37][CH2:36][CH2:35][CH2:34][CH3:33])[C:2]1[CH:3]=[CH:4][CH:5]=[CH:6][CH:7]=1. The catalyst class is: 5. (4) Reactant: [F:1][C:2]1[CH:7]=[CH:6][C:5]([F:8])=[CH:4][C:3]=1[NH:9][C:10]([NH2:12])=[S:11].[O-]CC.[Na+].[C:17]([CH2:19][C:20](OCC)=[O:21])#[N:18]. Product: [NH2:18][C:17]1[N:9]([C:3]2[CH:4]=[C:5]([F:8])[CH:6]=[CH:7][C:2]=2[F:1])[C:10](=[S:11])[NH:12][C:20](=[O:21])[CH:19]=1. The catalyst class is: 8. (5) Reactant: [C:1]1([S:7]([NH:10][C:11]2[CH:29]=[CH:28][C:27]([Cl:30])=[CH:26][C:12]=2[C:13]([NH:15][C:16]2[CH:25]=[CH:24][C:19]([C:20]([O:22]C)=[O:21])=[CH:18][CH:17]=2)=[O:14])(=[O:9])=[O:8])[CH:6]=[CH:5][CH:4]=[CH:3][CH:2]=1.Cl.O. Product: [C:1]1([S:7]([NH:10][C:11]2[CH:29]=[CH:28][C:27]([Cl:30])=[CH:26][C:12]=2[C:13]([NH:15][C:16]2[CH:25]=[CH:24][C:19]([C:20]([OH:22])=[O:21])=[CH:18][CH:17]=2)=[O:14])(=[O:9])=[O:8])[CH:2]=[CH:3][CH:4]=[CH:5][CH:6]=1. The catalyst class is: 702. (6) Reactant: [NH:1]1[C:9]2[C:4](=[CH:5][CH:6]=[CH:7][CH:8]=2)[C:3]([C:10]2[C:11](=[O:28])[NH:12][C:13](=[O:27])[C:14]=2[C:15]2[CH:16]=[C:17]3[C:22]4=[C:23]([CH2:25][CH2:26][N:21]4[CH2:20][CH2:19][CH2:18]3)[CH:24]=2)=[CH:2]1. Product: [CH:25]1[C:23]2=[C:22]3[C:17](=[CH:16][C:15]([C:14]4[C:13](=[O:27])[NH:12][C:11](=[O:28])[C:10]=4[C:3]4[C:4]5[C:9](=[CH:8][CH:7]=[CH:6][CH:5]=5)[NH:1][CH:2]=4)=[CH:24]2)[CH2:18][CH2:19][CH2:20][N:21]3[CH:26]=1. The catalyst class is: 327. (7) Product: [CH2:1]([O:8][Si:19]([C:20]#[CH:21])([CH:15]([CH3:16])[CH3:17])[CH:23]([CH3:25])[CH3:24])[C:2]1[CH:7]=[CH:6][CH:5]=[CH:4][CH:3]=1. The catalyst class is: 20. Reactant: [CH2:1]([OH:8])[C:2]1[CH:7]=[CH:6][CH:5]=[CH:4][CH:3]=1.C(N([CH:15]([CH3:17])[CH3:16])CC)(C)C.Cl[Si:19](Cl)([CH:23]([CH3:25])[CH3:24])[CH:20](C)[CH3:21].[C-]#[C-].[Li+].[Li+].C(N)CN.